Dataset: Reaction yield outcomes from USPTO patents with 853,638 reactions. Task: Predict the reaction yield, written as a fraction of the theoretical maximum amount of product (1.0 means a 100% yield; for example, 0.34 means a 34% yield). (1) The reactants are [Na].Cl[C:3]1[CH:8]=[C:7]([CH3:9])[N:6]=[C:5]([NH:10][C:11]2[CH:16]=[CH:15][C:14]([N:17]3[CH:21]=[C:20]([CH3:22])[N:19]=[CH:18]3)=[C:13]([O:23][CH3:24])[CH:12]=2)[N:4]=1.[CH3:25][O:26][CH2:27][CH2:28][OH:29]. No catalyst specified. The product is [CH3:25][O:26][CH2:27][CH2:28][O:29][C:3]1[CH:8]=[C:7]([CH3:9])[N:6]=[C:5]([NH:10][C:11]2[CH:16]=[CH:15][C:14]([N:17]3[CH:21]=[C:20]([CH3:22])[N:19]=[CH:18]3)=[C:13]([O:23][CH3:24])[CH:12]=2)[N:4]=1. The yield is 0.370. (2) The reactants are [CH3:1][S:2](Cl)(=[O:4])=[O:3].[NH2:6][CH2:7][C:8]1[C:9](=[N:14][NH:15][C:16]2[CH:21]=[CH:20][CH:19]=[C:18]([F:22])[CH:17]=2)[C:10]([NH2:13])=[N:11][N:12]=1. The catalyst is CN(C=O)C. The product is [NH2:13][C:10]1[C:9](=[N:14][NH:15][C:16]2[CH:21]=[CH:20][CH:19]=[C:18]([F:22])[CH:17]=2)[C:8]([CH2:7][NH:6][S:2]([CH3:1])(=[O:4])=[O:3])=[N:12][N:11]=1. The yield is 0.520.